This data is from Forward reaction prediction with 1.9M reactions from USPTO patents (1976-2016). The task is: Predict the product of the given reaction. (1) Given the reactants Br[C:2]1[CH:9]=[CH:8][CH:7]=[CH:6][C:3]=1[C:4]#[N:5].C[C:11]([CH3:22])([C:13](=O)[CH2:14][C:15](=[O:20])[C:16]([CH3:19])(C)C)C.C(=O)([O-])[O-].[Cs+].[Cs+].C[N:30]1C(=O)CCC1, predict the reaction product. The product is: [NH2:5][CH2:4][C:3]1[CH:6]=[CH:7][C:8]([O:20][C:15]2[CH:14]=[CH:13][CH:11]=[CH:22][C:16]=2[C:19]#[N:30])=[CH:9][CH:2]=1. (2) Given the reactants Br[C:2]1[N:6]([CH3:7])[C:5]([CH3:8])=[N:4][CH:3]=1.C([Mg]Br)C.CON(C)[C:16](=[O:23])[C:17]1[CH:22]=[CH:21][CH:20]=[CH:19][CH:18]=1.Cl, predict the reaction product. The product is: [CH3:7][N:6]1[C:2]([C:16]([C:17]2[CH:22]=[CH:21][CH:20]=[CH:19][CH:18]=2)=[O:23])=[CH:3][N:4]=[C:5]1[CH3:8]. (3) The product is: [F:20][C:2]([F:1])([F:19])[C:3]1[CH:4]=[CH:5][C:6]([C@@H:9]2[C:18]3[C:13](=[CH:14][CH:15]=[CH:16][CH:17]=3)[CH2:12][CH2:11][N:10]2[C:31]([O:33][C:34]2[CH:35]=[CH:36][C:37]([N+:40]([O-:42])=[O:41])=[CH:38][CH:39]=2)=[O:32])=[CH:7][CH:8]=1. Given the reactants [F:1][C:2]([F:20])([F:19])[C:3]1[CH:8]=[CH:7][C:6]([C@@H:9]2[C:18]3[C:13](=[CH:14][CH:15]=[CH:16][CH:17]=3)[CH2:12][CH2:11][NH:10]2)=[CH:5][CH:4]=1.CCN(C(C)C)C(C)C.Cl[C:31]([O:33][C:34]1[CH:39]=[CH:38][C:37]([N+:40]([O-:42])=[O:41])=[CH:36][CH:35]=1)=[O:32].O, predict the reaction product. (4) The product is: [F:1][C:2]1[CH:7]=[C:6]([F:8])[CH:5]=[CH:4][C:3]=1[N:9]1[C:17]2[C@H:16]3[CH2:18][C@H:13]([CH2:14][CH2:15]3)[C:12]=2[C:11]([C:19](=[N:20][C:23](=[O:28])[C:24]([CH3:27])([CH3:26])[CH3:25])[O:21][CH3:22])=[N:10]1. Given the reactants [F:1][C:2]1[CH:7]=[C:6]([F:8])[CH:5]=[CH:4][C:3]=1[N:9]1[C:17]2[C@H:16]3[CH2:18][C@H:13]([CH2:14][CH2:15]3)[C:12]=2[C:11]([C:19]([O:21][CH3:22])=[NH:20])=[N:10]1.[C:23](Cl)(=[O:28])[C:24]([CH3:27])([CH3:26])[CH3:25].CCN(CC)CC, predict the reaction product. (5) Given the reactants N[C:2]1[CH:7]=[CH:6][CH:5]=[CH:4][C:3]=1[S:8]([NH:11][C:12]1[CH:21]=[CH:20][CH:19]=[C:18]2[C:13]=1[N:14]=[CH:15][CH:16]=[N:17]2)(=[O:10])=[O:9].N(OC(C)(C)C)=O.CC(O)=O, predict the reaction product. The product is: [N:17]1[C:18]2[C:13](=[C:12]3[C:21](=[CH:20][CH:19]=2)[C:4]2[C:3](=[CH:2][CH:7]=[CH:6][CH:5]=2)[S:8](=[O:10])(=[O:9])[NH:11]3)[N:14]=[CH:15][CH:16]=1. (6) Given the reactants [CH2:1]([O:3][C:4]([C:6]1[C:7]2[C:15]([CH3:16])=[N:14][NH:13][C:8]=2[N:9]=[C:10](O)[CH:11]=1)=[O:5])[CH3:2].P(Br)(Br)([Br:19])=O.C([O-])(=O)C.[K+], predict the reaction product. The product is: [CH2:1]([O:3][C:4]([C:6]1[C:7]2[C:15]([CH3:16])=[N:14][NH:13][C:8]=2[N:9]=[C:10]([Br:19])[CH:11]=1)=[O:5])[CH3:2]. (7) Given the reactants [Cl:1][C:2]1[CH:3]=[C:4]([C:8]2[O:12][N:11]=[C:10]([C:13]3[CH:18]=[C:17]([C:19]([F:22])([F:21])[F:20])[CH:16]=[CH:15][C:14]=3[F:23])[C:9]=2[C:24]([C:26]2[CH:27]=[N:28][CH:29]=[CH:30][CH:31]=2)=[O:25])[CH:5]=[CH:6][CH:7]=1.[BH4-].[Na+], predict the reaction product. The product is: [Cl:1][C:2]1[CH:3]=[C:4]([C:8]2[O:12][N:11]=[C:10]([C:13]3[CH:18]=[C:17]([C:19]([F:21])([F:20])[F:22])[CH:16]=[CH:15][C:14]=3[F:23])[C:9]=2[CH:24]([C:26]2[CH:27]=[N:28][CH:29]=[CH:30][CH:31]=2)[OH:25])[CH:5]=[CH:6][CH:7]=1. (8) Given the reactants Br[C:2]1[CH:6]=[CH:5][N:4]([Si:7]([CH:14]([CH3:16])[CH3:15])([CH:11]([CH3:13])[CH3:12])[CH:8]([CH3:10])[CH3:9])[CH:3]=1.C([Li])(C)(C)C.C[O:23][B:24](OC)[O:25]C.CO, predict the reaction product. The product is: [CH:8]([Si:7]([CH:14]([CH3:16])[CH3:15])([CH:11]([CH3:13])[CH3:12])[N:4]1[CH:5]=[CH:6][C:2]([B:24]([OH:25])[OH:23])=[CH:3]1)([CH3:10])[CH3:9].